From a dataset of Catalyst prediction with 721,799 reactions and 888 catalyst types from USPTO. Predict which catalyst facilitates the given reaction. Reactant: C([O:3][C:4]([C:6]1[C:7]([CH2:15][CH3:16])=[N:8][N:9]2[CH:14]=[CH:13][CH:12]=[CH:11][C:10]=12)=O)C.[H-].[Al+3].[Li+].[H-].[H-].[H-].O. Product: [CH2:15]([C:7]1[C:6]([CH2:4][OH:3])=[C:10]2[CH:11]=[CH:12][CH:13]=[CH:14][N:9]2[N:8]=1)[CH3:16]. The catalyst class is: 7.